From a dataset of NCI-60 drug combinations with 297,098 pairs across 59 cell lines. Regression. Given two drug SMILES strings and cell line genomic features, predict the synergy score measuring deviation from expected non-interaction effect. (1) Drug 1: C1=CN(C(=O)N=C1N)C2C(C(C(O2)CO)O)(F)F. Drug 2: CC1=C(C(=CC=C1)Cl)NC(=O)C2=CN=C(S2)NC3=CC(=NC(=N3)C)N4CCN(CC4)CCO. Cell line: SK-OV-3. Synergy scores: CSS=65.9, Synergy_ZIP=-0.0327, Synergy_Bliss=-0.924, Synergy_Loewe=1.46, Synergy_HSA=4.70. (2) Drug 1: CC(C1=C(C=CC(=C1Cl)F)Cl)OC2=C(N=CC(=C2)C3=CN(N=C3)C4CCNCC4)N. Drug 2: C1C(C(OC1N2C=NC3=C2NC=NCC3O)CO)O. Cell line: HL-60(TB). Synergy scores: CSS=35.9, Synergy_ZIP=8.20, Synergy_Bliss=11.1, Synergy_Loewe=-2.41, Synergy_HSA=6.24. (3) Drug 1: CC1CCC2CC(C(=CC=CC=CC(CC(C(=O)C(C(C(=CC(C(=O)CC(OC(=O)C3CCCCN3C(=O)C(=O)C1(O2)O)C(C)CC4CCC(C(C4)OC)O)C)C)O)OC)C)C)C)OC. Drug 2: COCCOC1=C(C=C2C(=C1)C(=NC=N2)NC3=CC=CC(=C3)C#C)OCCOC.Cl. Cell line: OVCAR-4. Synergy scores: CSS=13.7, Synergy_ZIP=-2.37, Synergy_Bliss=3.71, Synergy_Loewe=1.54, Synergy_HSA=1.60. (4) Drug 1: CCC1(CC2CC(C3=C(CCN(C2)C1)C4=CC=CC=C4N3)(C5=C(C=C6C(=C5)C78CCN9C7C(C=CC9)(C(C(C8N6C)(C(=O)OC)O)OC(=O)C)CC)OC)C(=O)OC)O. Drug 2: CN1C(=O)N2C=NC(=C2N=N1)C(=O)N. Cell line: UACC62. Synergy scores: CSS=29.2, Synergy_ZIP=-4.88, Synergy_Bliss=-6.58, Synergy_Loewe=-7.53, Synergy_HSA=-4.24. (5) Drug 1: CC1C(C(CC(O1)OC2CC(CC3=C2C(=C4C(=C3O)C(=O)C5=C(C4=O)C(=CC=C5)OC)O)(C(=O)C)O)N)O.Cl. Drug 2: CC1=C(C=C(C=C1)C(=O)NC2=CC(=CC(=C2)C(F)(F)F)N3C=C(N=C3)C)NC4=NC=CC(=N4)C5=CN=CC=C5. Cell line: SF-268. Synergy scores: CSS=23.9, Synergy_ZIP=0.914, Synergy_Bliss=2.53, Synergy_Loewe=-2.03, Synergy_HSA=-0.262. (6) Drug 1: CNC(=O)C1=CC=CC=C1SC2=CC3=C(C=C2)C(=NN3)C=CC4=CC=CC=N4. Drug 2: B(C(CC(C)C)NC(=O)C(CC1=CC=CC=C1)NC(=O)C2=NC=CN=C2)(O)O. Cell line: HCT116. Synergy scores: CSS=13.4, Synergy_ZIP=-4.55, Synergy_Bliss=-0.916, Synergy_Loewe=0.525, Synergy_HSA=0.437. (7) Cell line: NCI-H522. Drug 1: CC1=C2C(C(=O)C3(C(CC4C(C3C(C(C2(C)C)(CC1OC(=O)C(C(C5=CC=CC=C5)NC(=O)OC(C)(C)C)O)O)OC(=O)C6=CC=CC=C6)(CO4)OC(=O)C)O)C)O. Drug 2: B(C(CC(C)C)NC(=O)C(CC1=CC=CC=C1)NC(=O)C2=NC=CN=C2)(O)O. Synergy scores: CSS=55.5, Synergy_ZIP=-1.79, Synergy_Bliss=-5.53, Synergy_Loewe=-8.67, Synergy_HSA=-5.36.